From a dataset of Full USPTO retrosynthesis dataset with 1.9M reactions from patents (1976-2016). Predict the reactants needed to synthesize the given product. (1) Given the product [NH:13]1[CH:17]=[C:16]([C:18]2[S:19][C:20]([C:11]([C:12]3[CH:3]=[CH:1][N:4]=[CH:5][CH:7]=3)([OH:26])[CH2:10][CH3:9])=[CH:21][N:22]=2)[CH:15]=[N:14]1, predict the reactants needed to synthesize it. The reactants are: [CH:1]([NH:4][CH:5]([CH3:7])C)([CH3:3])C.[Li][CH2:9][CH2:10][CH2:11][CH3:12].[NH:13]1[CH:17]=[C:16]([C:18]2[S:19][CH:20]=[CH:21][N:22]=2)[CH:15]=[N:14]1.C1C[O:26]CC1. (2) Given the product [NH2:1][C:2]1[C:7]([C:8]([NH:9][C:10]2[C:15]([N:16]3[CH2:21][CH2:20][CH:19]([NH:22][C:23](=[O:24])[O:25][C:26]([CH3:29])([CH3:28])[CH3:27])[CH2:18][CH2:17]3)=[CH:14][CH:13]=[CH:12][N:11]=2)=[O:30])=[N:6][C:5]([C:35]2[N:36]=[C:37]([N:40]3[CH2:41][CH2:42][O:43][CH2:44][CH2:45]3)[S:38][CH:39]=2)=[CH:4][N:3]=1, predict the reactants needed to synthesize it. The reactants are: [NH2:1][C:2]1[N:3]=[CH:4][C:5](B(O)O)=[N:6][C:7]=1[C:8](=[O:30])[NH:9][C:10]1[C:15]([N:16]2[CH2:21][CH2:20][CH:19]([NH:22][C:23]([O:25][C:26]([CH3:29])([CH3:28])[CH3:27])=[O:24])[CH2:18][CH2:17]2)=[CH:14][CH:13]=[CH:12][N:11]=1.Cl[C:35]1[N:36]=[C:37]([N:40]2[CH2:45][CH2:44][O:43][CH2:42][CH2:41]2)[S:38][CH:39]=1.P([O-])([O-])([O-])=O.[K+].[K+].[K+]. (3) Given the product [F:14][C:15]1[CH:20]=[CH:19][C:18]([CH2:21][NH:22][CH2:2][CH2:3][CH2:4][CH2:5][NH:6][C:7](=[O:13])[O:8][C:9]([CH3:12])([CH3:11])[CH3:10])=[CH:17][CH:16]=1, predict the reactants needed to synthesize it. The reactants are: Br[CH2:2][CH2:3][CH2:4][CH2:5][NH:6][C:7](=[O:13])[O:8][C:9]([CH3:12])([CH3:11])[CH3:10].[F:14][C:15]1[CH:20]=[CH:19][C:18]([CH2:21][NH2:22])=[CH:17][CH:16]=1.C(=O)([O-])[O-].[K+].[K+]. (4) Given the product [C:26]([C:25]1[CH:28]=[CH:29][C:22]([CH2:21][N:1]2[C:9]3[C:4](=[CH:5][CH:6]=[CH:7][C:8]=3[C:10]([NH:77][C@H:78]([C:80]3[CH:89]=[CH:88][C:83]([C:84]([O:86][CH3:87])=[O:85])=[CH:82][CH:81]=3)[CH3:79])=[O:12])[CH:3]=[CH:2]2)=[CH:23][CH:24]=1)(=[O:17])[NH2:27], predict the reactants needed to synthesize it. The reactants are: [NH:1]1[C:9]2[C:4](=[CH:5][CH:6]=[CH:7][C:8]=2[C:10]([O:12]C)=O)[CH:3]=[CH:2]1.CC(C)([O-:17])C.[K+].Br[CH2:21][C:22]1[CH:29]=[CH:28][C:25]([C:26]#[N:27])=[CH:24][CH:23]=1.C(C1C=CC(CN2C3C(=CC=CC=3C(OC)=O)C=C2)=CC=1)#N.[OH-].[Na+].C(C1C=CC(CN2C3C(=CC=CC=3C(O)=O)C=C2)=CC=1)(=O)N.Cl.[NH2:77][C@H:78]([C:80]1[CH:89]=[CH:88][C:83]([C:84]([O:86][CH3:87])=[O:85])=[CH:82][CH:81]=1)[CH3:79].C1C=CC2N(O)N=NC=2C=1.CCN=C=NCCCN(C)C.Cl. (5) Given the product [CH2:25]([C:19]1[CH:20]=[CH:21][CH:22]=[C:23]([CH3:24])[C:18]=1[C:7]1[CH:8]=[C:9]2[C:4](=[CH:5][CH:6]=1)[N:3]=[C:2]([NH2:1])[C:11]([N:12]1[CH2:13][CH2:14][O:15][CH2:16][CH2:17]1)=[CH:10]2)[C:27]1[CH:28]=[CH:29][CH:30]=[CH:31][CH:32]=1, predict the reactants needed to synthesize it. The reactants are: [NH2:1][C:2]1[C:11]([N:12]2[CH2:17][CH2:16][O:15][CH2:14][CH2:13]2)=[CH:10][C:9]2[C:4](=[CH:5][CH:6]=[C:7]([C:18]3[C:23]([CH3:24])=[CH:22][CH:21]=[CH:20][C:19]=3[CH:25]([C:27]3[CH:32]=[CH:31][CH:30]=[CH:29][CH:28]=3)O)[CH:8]=2)[N:3]=1.C(OCC)(=O)C. (6) Given the product [NH2:26][C:22]1[C:21]([C:17]2[N:18]([CH2:19][CH3:20])[C:3]3[C:2]([C:33]4[CH:34]=[C:29]([CH:30]=[CH:31][CH:32]=4)[CH:27]=[O:28])=[C:7]([O:8][C:9]4[CH:14]=[CH:13][C:12]([F:15])=[CH:11][CH:10]=4)[N:6]=[CH:5][C:4]=3[N:16]=2)=[N:25][O:24][N:23]=1, predict the reactants needed to synthesize it. The reactants are: Br[C:2]1[C:3]2[N:18]([CH2:19][CH3:20])[C:17]([C:21]3[C:22]([NH2:26])=[N:23][O:24][N:25]=3)=[N:16][C:4]=2[CH:5]=[N:6][C:7]=1[O:8][C:9]1[CH:14]=[CH:13][C:12]([F:15])=[CH:11][CH:10]=1.[CH:27]([C:29]1[CH:30]=[C:31](B(O)O)[CH:32]=[CH:33][CH:34]=1)=[O:28]. (7) The reactants are: [C:1]1([C:7]2[CH:11]=[CH:10][NH:9][N:8]=2)[CH:6]=[CH:5][CH:4]=[CH:3][CH:2]=1.[H-].[Na+].Cl[C:15]1[CH:20]=[C:19]([C:21]2[NH:29][C:28]3[CH2:27][CH2:26][NH:25][C:24](=[O:30])[C:23]=3[CH:22]=2)[CH:18]=[CH:17][N:16]=1. Given the product [C:1]1([C:7]2[CH:11]=[CH:10][N:9]([C:15]3[CH:20]=[C:19]([C:21]4[NH:29][C:28]5[CH2:27][CH2:26][NH:25][C:24](=[O:30])[C:23]=5[CH:22]=4)[CH:18]=[CH:17][N:16]=3)[N:8]=2)[CH:2]=[CH:3][CH:4]=[CH:5][CH:6]=1, predict the reactants needed to synthesize it.